This data is from Retrosynthesis with 50K atom-mapped reactions and 10 reaction types from USPTO. The task is: Predict the reactants needed to synthesize the given product. (1) Given the product CC(C)S(=O)(=O)Nc1ccc(C(=O)Nc2ccc(Cl)c(-c3ccccn3)c2)cc1, predict the reactants needed to synthesize it. The reactants are: CC(C)S(=O)(=O)Cl.Nc1ccc(C(=O)Nc2ccc(Cl)c(-c3ccccn3)c2)cc1. (2) Given the product CN(C)CC(=O)N1CCN(Cc2cc3nc(-c4cnc(N)nc4)nc(N4CCOCC4)c3s2)CC1, predict the reactants needed to synthesize it. The reactants are: CN(C)CC(=O)O.Nc1ncc(-c2nc(N3CCOCC3)c3sc(CN4CCNCC4)cc3n2)cn1. (3) Given the product CC(C)(C)OC(=O)N1CC(F)(F)C[C@H]1CNc1cccc(Cl)c1, predict the reactants needed to synthesize it. The reactants are: CC(C)(C)OC(=O)N1CC(F)(F)C[C@H]1C=O.Nc1cccc(Cl)c1.